Dataset: In vitro SARS-CoV-2 activity screen of 1,480 approved drugs from Prestwick library. Task: Binary Classification. Given a drug SMILES string, predict its activity (active/inactive) in a high-throughput screening assay against a specified biological target. The compound is Cc1ccc(-c2ncc(Cl)cc2-c2ccc(S(C)(=O)=O)cc2)cn1. The result is 0 (inactive).